Dataset: Reaction yield outcomes from USPTO patents with 853,638 reactions. Task: Predict the reaction yield, written as a fraction of the theoretical maximum amount of product (1.0 means a 100% yield; for example, 0.34 means a 34% yield). (1) The reactants are C(=O)([O-])O.[Na+].Cl[C:7]1[N:8]=[CH:9][C:10]([C:13]([O:15]C)=[O:14])=[N:11][CH:12]=1.CC1(C)C(C)(C)OB([C:25]2[CH2:26][CH2:27][N:28]([C:31]([O:33][C:34]([CH3:37])([CH3:36])[CH3:35])=[O:32])[CH2:29][CH:30]=2)O1.C1(P(C2C=CC=CC=2)C2C=CC=CC=2)C=CC=CC=1. The catalyst is COCCOC.O.C([O-])(=O)C.[Pd+2].C([O-])(=O)C. The product is [CH3:37][C:34]([O:33][C:31]([N:28]1[CH2:27][CH:26]=[C:25]([C:7]2[N:8]=[CH:9][C:10]([C:13]([OH:15])=[O:14])=[N:11][CH:12]=2)[CH2:30][CH2:29]1)=[O:32])([CH3:35])[CH3:36]. The yield is 1.00. (2) The reactants are [Br:1][C:2]1[C:10]([C:11]2[CH:12]=[CH:13][C:14]([NH2:17])=[N:15][CH:16]=2)=[CH:9][C:5]2[O:6][CH2:7][CH2:8][C:4]=2[CH:3]=1.[F:18][C:19]1[CH:27]=[CH:26][CH:25]=[CH:24][C:20]=1[C:21](Cl)=[O:22].CCN(C(C)C)C(C)C.C([O-])(O)=O.[Na+].C(Cl)Cl. The catalyst is C(Cl)Cl. The product is [Br:1][C:2]1[C:10]([C:11]2[CH:12]=[CH:13][C:14]([NH:17][C:21]([C:20]3[CH:24]=[CH:25][CH:26]=[CH:27][C:19]=3[F:18])=[O:22])=[N:15][CH:16]=2)=[CH:9][C:5]2[O:6][CH2:7][CH2:8][C:4]=2[CH:3]=1. The yield is 0.649. (3) The reactants are Br[C:2]1[N:7]=[C:6]2[S:8][C:9]([NH:11][C:12](=[O:14])[CH3:13])=[N:10][C:5]2=[CH:4][CH:3]=1.O.[NH2:16][C:17]1[CH:18]=[C:19](B(O)O)[CH:20]=[CH:21][CH:22]=1.C(=O)([O-])[O-].[K+].[K+].O. The catalyst is O1CCOCC1. The product is [NH2:16][C:17]1[CH:22]=[C:21]([C:2]2[N:7]=[C:6]3[S:8][C:9]([NH:11][C:12](=[O:14])[CH3:13])=[N:10][C:5]3=[CH:4][CH:3]=2)[CH:20]=[CH:19][CH:18]=1. The yield is 0.780.